Task: Predict which catalyst facilitates the given reaction.. Dataset: Catalyst prediction with 721,799 reactions and 888 catalyst types from USPTO (1) Reactant: [C:1]1([CH:7]([CH2:9][CH2:10][CH2:11][CH2:12][CH2:13][CH2:14][CH2:15][CH2:16][CH2:17][CH2:18][CH2:19][CH3:20])[CH3:8])[CH:6]=[CH:5][CH:4]=[CH:3][CH:2]=1.S(=O)(=O)(O)O.CO[CH2:28][Br:29]. Product: [Br:29][CH2:28][C:2]1[CH:3]=[CH:4][CH:5]=[CH:6][C:1]=1[CH:7]([CH2:9][CH2:10][CH2:11][CH2:12][CH2:13][CH2:14][CH2:15][CH2:16][CH2:17][CH2:18][CH2:19][CH3:20])[CH3:8]. The catalyst class is: 6. (2) Reactant: C(OC([NH:8][C@@H:9]1[CH2:11][C@H:10]1[C:12]1[S:16][CH:15]=[C:14]([C:17]([O:19][CH3:20])=[O:18])[CH:13]=1)=O)(C)(C)C.[ClH:21].C(OCC)(=O)C. Product: [ClH:21].[NH2:8][C@@H:9]1[CH2:11][C@H:10]1[C:12]1[S:16][CH:15]=[C:14]([C:17]([O:19][CH3:20])=[O:18])[CH:13]=1. The catalyst class is: 13. (3) Reactant: [C:1]([O:5][C:6](=[O:21])[NH:7][C@H:8]([C:18](F)=[O:19])[CH2:9][C:10]1[CH:15]=[CH:14][CH:13]=[CH:12][C:11]=1[C:16]#[N:17])([CH3:4])([CH3:3])[CH3:2].[CH3:22][O:23][C:24]([C:26]1[N:27]=[C:28]([NH2:31])[S:29][CH:30]=1)=[O:25]. Product: [CH3:22][O:23][C:24]([C:26]1[N:27]=[C:28]([NH:31][C:18](=[O:19])[C@@H:8]([NH:7][C:6]([O:5][C:1]([CH3:4])([CH3:3])[CH3:2])=[O:21])[CH2:9][C:10]2[CH:15]=[CH:14][CH:13]=[CH:12][C:11]=2[C:16]#[N:17])[S:29][CH:30]=1)=[O:25]. The catalyst class is: 12.